This data is from Catalyst prediction with 721,799 reactions and 888 catalyst types from USPTO. The task is: Predict which catalyst facilitates the given reaction. (1) Product: [CH3:14][O:8][CH2:7][C:2]1[CH:3]=[CH:4][CH:5]=[CH:6][C:1]=1[CH2:9][OH:10]. Reactant: [C:1]1([CH2:9][OH:10])[C:2]([CH2:7][OH:8])=[CH:3][CH:4]=[CH:5][CH:6]=1.[H-].[Na+].I[CH3:14].Cl. The catalyst class is: 303. (2) The catalyst class is: 7. Reactant: [CH:1]([C:3]1[CH:9]=[CH:8][C:6]([NH2:7])=[CH:5][CH:4]=1)=[CH2:2].C(N(CC)CC)C.[C:17]([O:21][C:22](O[C:22]([O:21][C:17]([CH3:20])([CH3:19])[CH3:18])=[O:23])=[O:23])([CH3:20])([CH3:19])[CH3:18].Cl. Product: [C:17]([O:21][C:22](=[O:23])[NH:7][C:6]1[CH:8]=[CH:9][C:3]([CH:1]=[CH2:2])=[CH:4][CH:5]=1)([CH3:20])([CH3:19])[CH3:18]. (3) Reactant: [CH2:1]([N:3]1[C:11]2[CH:10]=[C:9]([F:12])[CH:8]=[C:7]([OH:13])[C:6]=2[C:5]([CH2:14][CH2:15][OH:16])=[CH:4]1)[CH3:2].[C:17](=O)([O-])[O-].[K+].[K+].CI. Product: [CH2:1]([N:3]1[C:11]2[C:6](=[C:7]([O:13][CH3:17])[CH:8]=[C:9]([F:12])[CH:10]=2)[C:5]([CH2:14][CH2:15][OH:16])=[CH:4]1)[CH3:2]. The catalyst class is: 3. (4) The catalyst class is: 22. Reactant: [Br:1][C:2]1[CH:3]=[C:4]2[C:9](=[CH:10][CH:11]=1)[CH:8]=[N:7][CH:6]=[CH:5]2.ClC1C=CC=C(C(OO)=[O:20])C=1.C(=O)([O-])O.[Na+].O.O.O.O.O.S([O-])([O-])(=O)=S.[Na+].[Na+]. Product: [Br:1][C:2]1[CH:3]=[C:4]2[C:9](=[CH:10][CH:11]=1)[CH:8]=[N+:7]([O-:20])[CH:6]=[CH:5]2. (5) Reactant: C[O-].[Na+].CO[C:6](=[O:11])[C:7]([O:9][CH3:10])=[O:8].[C:12]([C:15]1[CH:16]=[N:17][CH:18]=[CH:19][CH:20]=1)(=[O:14])[CH3:13]. Product: [O:11]=[C:6]([CH2:13][C:12](=[O:14])[C:15]1[CH:16]=[N:17][CH:18]=[CH:19][CH:20]=1)[C:7]([O:9][CH3:10])=[O:8]. The catalyst class is: 5.